From a dataset of Full USPTO retrosynthesis dataset with 1.9M reactions from patents (1976-2016). Predict the reactants needed to synthesize the given product. (1) Given the product [Cl:21][C:5]1[N:4]=[N:3][C:2]([NH:30][C:29]2[CH:31]=[CH:32][C:26]([P:23]([CH3:25])([CH3:22])=[O:24])=[CH:27][C:28]=2[CH2:33][CH3:34])=[N:7][C:6]=1[NH:8][C:9]1[CH:14]=[CH:13][CH:12]=[CH:11][C:10]=1[S:15]([CH:18]([CH3:20])[CH3:19])(=[O:17])=[O:16], predict the reactants needed to synthesize it. The reactants are: Cl[C:2]1[N:3]=[N:4][C:5]([Cl:21])=[C:6]([NH:8][C:9]2[CH:14]=[CH:13][CH:12]=[CH:11][C:10]=2[S:15]([CH:18]([CH3:20])[CH3:19])(=[O:17])=[O:16])[N:7]=1.[CH3:22][P:23]([C:26]1[CH:32]=[CH:31][C:29]([NH2:30])=[C:28]([CH2:33][CH3:34])[CH:27]=1)([CH3:25])=[O:24].C12(CS(O)(=O)=O)C(C)(C)C(CC1)CC2=O. (2) The reactants are: C(Cl)CCl.Cl.[NH2:6][C:7]1[CH:17]=[CH:16][C:10]([CH:11]=[CH:12][C:13]([OH:15])=O)=[CH:9][CH:8]=1.[CH3:18][N:19]1[C:27]2[C:22](=[CH:23][CH:24]=[CH:25][CH:26]=2)[CH:21]=[C:20]1[CH2:28][NH:29][CH3:30].C1C=CC2N(O)N=NC=2C=1.O.C(N(CC)CC)C. Given the product [NH2:6][C:7]1[CH:8]=[CH:9][C:10](/[CH:11]=[CH:12]/[C:13]([N:29]([CH3:30])[CH2:28][C:20]2[N:19]([CH3:18])[C:27]3[C:22]([CH:21]=2)=[CH:23][CH:24]=[CH:25][CH:26]=3)=[O:15])=[CH:16][CH:17]=1, predict the reactants needed to synthesize it. (3) Given the product [F:1][C:2]1[CH:7]=[C:6]([F:8])[CH:5]=[CH:4][C:3]=1[C@:9]12[CH2:18][O:17][C@@H:16]([CH2:19][CH:20]([CH3:22])[CH3:21])[CH2:15][C@H:14]1[CH2:13][S:12][C:11]([NH:23][C:24](=[O:31])[C:25]1[CH:26]=[CH:27][CH:28]=[CH:29][CH:30]=1)=[N:10]2, predict the reactants needed to synthesize it. The reactants are: [F:1][C:2]1[CH:7]=[C:6]([F:8])[CH:5]=[CH:4][C:3]=1[C@:9]12[CH2:18][O:17][C@@H:16]([CH:19]=[C:20]([CH3:22])[CH3:21])[CH2:15][C@H:14]1[CH2:13][S:12][C:11]([NH:23][C:24](=[O:31])[C:25]1[CH:30]=[CH:29][CH:28]=[CH:27][CH:26]=1)=[N:10]2.[H][H]. (4) Given the product [Cl:1][C:2]1[CH:3]=[C:4]([CH:10]=[C:11]([Cl:14])[C:12]=1[OH:13])[C:5]([NH:16][NH2:17])=[O:6], predict the reactants needed to synthesize it. The reactants are: [Cl:1][C:2]1[CH:3]=[C:4]([CH:10]=[C:11]([Cl:14])[C:12]=1[OH:13])[C:5](OCC)=[O:6].O.[NH2:16][NH2:17]. (5) The reactants are: [O:1]=[S:2]1(=[O:37])[C:8]2[CH:9]=[CH:10][CH:11]=[CH:12][C:7]=2[CH2:6][N:5]([C:13]2[CH:22]=[C:21]([NH:23][C:24]3([CH2:28][NH:29]C(=O)C(F)(F)F)[CH2:27][O:26][CH2:25]3)[C:20]3[C:15](=[CH:16][CH:17]=[C:18]([CH3:36])[CH:19]=3)[N:14]=2)[CH2:4][CH2:3]1.N.C[OH:40]. Given the product [NH2:29][CH2:28][C:24]([NH:23][C:21]1[C:20]2[C:15](=[CH:16][CH:17]=[C:18]([CH3:36])[CH:19]=2)[N:14]=[C:13]([N:5]2[CH2:6][C:7]3[CH:12]=[CH:11][CH:10]=[CH:9][C:8]=3[S:2](=[O:37])(=[O:1])[CH2:3][CH2:4]2)[CH:22]=1)([CH2:25][OH:40])[CH2:27][OH:26], predict the reactants needed to synthesize it. (6) Given the product [CH3:8][C:4]1[N:3]=[C:2]([NH:13][NH2:14])[CH:7]=[CH:6][CH:5]=1, predict the reactants needed to synthesize it. The reactants are: F[C:2]1[CH:7]=[CH:6][CH:5]=[C:4]([CH3:8])[N:3]=1.C(O)(C)C.[NH2:13][NH2:14]. (7) Given the product [C:14]([C:18]1[CH:35]=[CH:34][C:21]([CH2:22][N:23]([CH2:24][CH2:25][C:26]2[CH:31]=[CH:30][C:29]([Cl:32])=[C:28]([Cl:33])[CH:27]=2)[C:11]([C:10]2[C:2]([F:1])=[CH:3][CH:4]=[C:5]3[C:9]=2[NH:8][CH:7]=[CH:6]3)=[O:13])=[CH:20][CH:19]=1)([CH3:17])([CH3:15])[CH3:16], predict the reactants needed to synthesize it. The reactants are: [F:1][C:2]1[C:10]([C:11]([OH:13])=O)=[C:9]2[C:5]([CH:6]=[CH:7][NH:8]2)=[CH:4][CH:3]=1.[C:14]([C:18]1[CH:35]=[CH:34][C:21]([CH2:22][NH:23][CH2:24][CH2:25][C:26]2[CH:31]=[CH:30][C:29]([Cl:32])=[C:28]([Cl:33])[CH:27]=2)=[CH:20][CH:19]=1)([CH3:17])([CH3:16])[CH3:15].CCN=C=NCCCN(C)C.Cl. (8) Given the product [NH2:19][C:2]1[N:7]=[C:6]([C@:8]2([CH3:17])[C:13]([F:15])([F:14])[CH2:12][O:11][C:10]([NH2:16])=[N:9]2)[C:5]([F:18])=[CH:4][CH:3]=1, predict the reactants needed to synthesize it. The reactants are: Br[C:2]1[N:7]=[C:6]([C@:8]2([CH3:17])[C:13]([F:15])([F:14])[CH2:12][O:11][C:10]([NH2:16])=[N:9]2)[C:5]([F:18])=[CH:4][CH:3]=1.[NH3:19]. (9) Given the product [C:16]([O:20][C:21]([C@@:23]1([CH2:37][CH2:38][CH:39]=[O:40])[CH2:27][C:26](=[O:28])[N:25]([C@@H:29]([C:31]2[CH:36]=[CH:35][CH:34]=[CH:33][CH:32]=2)[CH3:30])[CH2:24]1)=[O:22])([CH3:19])([CH3:18])[CH3:17], predict the reactants needed to synthesize it. The reactants are: C(=O)=O.CO.C(Cl)(=O)C(Cl)=O.CS(C)=O.[C:16]([O:20][C:21]([C@@:23]1([CH2:37][CH2:38][CH2:39][OH:40])[CH2:27][C:26](=[O:28])[N:25]([C@@H:29]([C:31]2[CH:36]=[CH:35][CH:34]=[CH:33][CH:32]=2)[CH3:30])[CH2:24]1)=[O:22])([CH3:19])([CH3:18])[CH3:17].C(N(CC)CC)C.[Cl-].[NH4+]. (10) Given the product [Br:8][C:9]1[CH:10]=[C:11]([CH3:17])[C:12]2[N:16]=[C:1]([CH3:2])[NH:15][C:13]=2[CH:14]=1, predict the reactants needed to synthesize it. The reactants are: [C:1](OC(=O)C)(=O)[CH3:2].[Br:8][C:9]1[CH:14]=[C:13]([NH2:15])[C:12]([NH2:16])=[C:11]([CH3:17])[CH:10]=1.S(=O)(=O)(O)O.C(=O)([O-])[O-].[Na+].[Na+].